This data is from Forward reaction prediction with 1.9M reactions from USPTO patents (1976-2016). The task is: Predict the product of the given reaction. (1) The product is: [CH3:5][O:3][N:2]([CH3:1])[C:12]([CH:14]1[O:19][CH2:18][CH2:17][N:16]([CH2:20][C:21]2[CH:22]=[CH:23][CH:24]=[CH:25][CH:26]=2)[CH2:15]1)=[O:13]. Given the reactants [CH3:1][N:2](C)[OH:3].[CH3:5][Al](C)C.C(O[C:12]([CH:14]1[O:19][CH2:18][CH2:17][N:16]([CH2:20][C:21]2[CH:26]=[CH:25][CH:24]=[CH:23][CH:22]=2)[CH2:15]1)=[O:13])C, predict the reaction product. (2) Given the reactants [CH2:1]([O:8][C:9]([N:11]1[C@H:20]([C:21]([N:23]([CH2:33][C:34]2[CH:58]=[CH:57][C:37]([C:38]([NH:40][C@@H:41]3[CH2:45][N:44]([C:46]([O:48][C:49]([CH3:52])([CH3:51])[CH3:50])=[O:47])[C@H:43]([C:53]([O:55]C)=[O:54])[CH2:42]3)=[O:39])=[CH:36][CH:35]=2)[C@@H:24]([C:26]2[CH:31]=[CH:30][CH:29]=[CH:28][C:27]=2[F:32])[CH3:25])=[O:22])[CH2:19][C:18]2[C:13](=[CH:14][CH:15]=[CH:16][CH:17]=2)[CH2:12]1)=[O:10])[C:2]1[CH:7]=[CH:6][CH:5]=[CH:4][CH:3]=1.[Li+].[OH-].Cl, predict the reaction product. The product is: [CH2:1]([O:8][C:9]([N:11]1[C@H:20]([C:21]([N:23]([CH2:33][C:34]2[CH:35]=[CH:36][C:37]([C:38]([NH:40][C@@H:41]3[CH2:45][N:44]([C:46]([O:48][C:49]([CH3:52])([CH3:51])[CH3:50])=[O:47])[C@H:43]([C:53]([OH:55])=[O:54])[CH2:42]3)=[O:39])=[CH:57][CH:58]=2)[C@@H:24]([C:26]2[CH:31]=[CH:30][CH:29]=[CH:28][C:27]=2[F:32])[CH3:25])=[O:22])[CH2:19][C:18]2[C:13](=[CH:14][CH:15]=[CH:16][CH:17]=2)[CH2:12]1)=[O:10])[C:2]1[CH:7]=[CH:6][CH:5]=[CH:4][CH:3]=1. (3) Given the reactants [Br:1][C:2]1[CH:10]=[CH:9][C:8]([C:11]([F:14])([F:13])[F:12])=[CH:7][C:3]=1[C:4]([OH:6])=O.[CH:15]1[C:24]2[C:19](=[CH:20][CH:21]=[C:22]([C:25]3[CH:26]=[C:27]([CH:29]=[CH:30][C:31]=3[CH3:32])[NH2:28])[CH:23]=2)[CH:18]=[CH:17][N:16]=1.C(Cl)CCl.C1C=NC2N(O)N=NC=2C=1, predict the reaction product. The product is: [Br:1][C:2]1[CH:10]=[CH:9][C:8]([C:11]([F:14])([F:13])[F:12])=[CH:7][C:3]=1[C:4]([NH:28][C:27]1[CH:29]=[CH:30][C:31]([CH3:32])=[C:25]([C:22]2[CH:23]=[C:24]3[C:19]([CH:18]=[CH:17][N:16]=[CH:15]3)=[CH:20][CH:21]=2)[CH:26]=1)=[O:6]. (4) Given the reactants Br[C:2]1[C:7]([C:8]([F:11])([F:10])[F:9])=[CH:6][C:5]([NH:12][C:13]2[N:17]=[C:16]([NH2:18])[NH:15][N:14]=2)=[CH:4][C:3]=1[Cl:19].[CH2:20]([S:25]([C:28]1[CH:33]=[CH:32][C:31](B(O)O)=[CH:30][CH:29]=1)(=[O:27])=[O:26])[CH2:21][CH:22]([CH3:24])[CH3:23].C([O-])([O-])=O.[K+].[K+].COCCOC, predict the reaction product. The product is: [Cl:19][C:3]1[C:2]([C:31]2[CH:30]=[CH:29][C:28]([S:25]([CH2:20][CH2:21][CH:22]([CH3:24])[CH3:23])(=[O:27])=[O:26])=[CH:33][CH:32]=2)=[C:7]([C:8]([F:11])([F:10])[F:9])[CH:6]=[C:5]([NH:12][C:13]2[N:17]=[C:16]([NH2:18])[NH:15][N:14]=2)[CH:4]=1.